This data is from Peptide-MHC class II binding affinity with 134,281 pairs from IEDB. The task is: Regression. Given a peptide amino acid sequence and an MHC pseudo amino acid sequence, predict their binding affinity value. This is MHC class II binding data. (1) The peptide sequence is ATSPTAEGGKATTEE. The MHC is DRB3_0101 with pseudo-sequence DRB3_0101. The binding affinity (normalized) is 0.122. (2) The peptide sequence is GGTVIRNPLSRNSTH. The MHC is HLA-DQA10201-DQB10301 with pseudo-sequence HLA-DQA10201-DQB10301. The binding affinity (normalized) is 0. (3) The peptide sequence is DKVYEILKINSVKYY. The MHC is DRB4_0101 with pseudo-sequence DRB4_0103. The binding affinity (normalized) is 0.468. (4) The MHC is DRB1_1602 with pseudo-sequence DRB1_1602. The binding affinity (normalized) is 0.366. The peptide sequence is KQAYAATVATAPEVK. (5) The peptide sequence is LALVGFLGGLITGTS. The MHC is DRB1_1101 with pseudo-sequence DRB1_1101. The binding affinity (normalized) is 0.159.